From a dataset of Full USPTO retrosynthesis dataset with 1.9M reactions from patents (1976-2016). Predict the reactants needed to synthesize the given product. (1) Given the product [CH2:1]([N:8]1[CH2:13][CH2:12][CH:11]([NH:20][CH:17]2[CH2:19][CH2:18]2)[C:10]([CH3:16])([CH3:15])[CH2:9]1)[C:2]1[CH:7]=[CH:6][CH:5]=[CH:4][CH:3]=1, predict the reactants needed to synthesize it. The reactants are: [CH2:1]([N:8]1[CH2:13][CH2:12][C:11](=O)[C:10]([CH3:16])([CH3:15])[CH2:9]1)[C:2]1[CH:7]=[CH:6][CH:5]=[CH:4][CH:3]=1.[CH:17]1([NH2:20])[CH2:19][CH2:18]1.C([BH3-])#N.[Na+]. (2) The reactants are: O1CCC(=CC(OCC)=O)CC1.[NH:13]1[C:18]2([CH2:23][CH2:22]OCC2)[CH2:17][C:16](=[O:24])[CH2:15][C:14]1=[O:25].C1(=CC(OCC)=O)CC1. Given the product [CH2:23]1[C:18]2([CH2:17][C:16](=[O:24])[CH2:15][C:14](=[O:25])[NH:13]2)[CH2:22]1, predict the reactants needed to synthesize it. (3) Given the product [NH2:1][C:2]1[C:11]2[C:6](=[C:7]([C:21]3[C:22]([O:26][CH3:27])=[CH:23][CH:24]=[CH:25][C:20]=3[F:19])[CH:8]=[CH:9][CH:10]=2)[N:5]=[N:4][C:3]=1[C:13]([NH:15][CH:16]1[CH2:18][CH2:17]1)=[O:14], predict the reactants needed to synthesize it. The reactants are: [NH2:1][C:2]1[C:11]2[C:6](=[C:7](Br)[CH:8]=[CH:9][CH:10]=2)[N:5]=[N:4][C:3]=1[C:13]([NH:15][CH:16]1[CH2:18][CH2:17]1)=[O:14].[F:19][C:20]1[CH:25]=[CH:24][CH:23]=[C:22]([O:26][CH3:27])[C:21]=1B(O)O. (4) Given the product [CH:2]([C:6]1[CH:11]=[CH:10][C:9]([NH:12][C:13](=[O:16])[O:14][CH3:15])=[CH:8][C:7]=1[N+:17]([O-:19])=[O:18])=[O:1], predict the reactants needed to synthesize it. The reactants are: [O:1]1CCO[CH:2]1[C:6]1[CH:11]=[CH:10][C:9]([NH:12][C:13](=[O:16])[O:14][CH3:15])=[CH:8][C:7]=1[N+:17]([O-:19])=[O:18].C(O)(C(F)(F)F)=O. (5) Given the product [CH2:17]([O:24][C:25](=[O:26])[NH:27][C@@H:28]([C:32]1[CH:37]=[CH:36][CH:35]=[CH:34][CH:33]=1)[C:29]([N:14]1[CH2:15][CH2:16][C@H:12]([O:11][CH2:10][CH2:9][O:8][CH2:7][CH2:6][O:5][CH2:4][CH2:3][O:2][CH3:1])[CH2:13]1)=[O:30])[C:18]1[CH:19]=[CH:20][CH:21]=[CH:22][CH:23]=1, predict the reactants needed to synthesize it. The reactants are: [CH3:1][O:2][CH2:3][CH2:4][O:5][CH2:6][CH2:7][O:8][CH2:9][CH2:10][O:11][C@H:12]1[CH2:16][CH2:15][NH:14][CH2:13]1.[CH2:17]([O:24][C:25]([NH:27][C@@H:28]([C:32]1[CH:37]=[CH:36][CH:35]=[CH:34][CH:33]=1)[C:29](O)=[O:30])=[O:26])[C:18]1[CH:23]=[CH:22][CH:21]=[CH:20][CH:19]=1.CCN(C(C)C)C(C)C.F[B-](F)(F)F.N1(OC(N(C)C)=[N+](C)C)C2C=CC=CC=2N=N1. (6) The reactants are: [CH3:1][N:2]([CH3:43])[CH2:3][CH2:4][CH2:5][CH2:6][CH2:7][C:8]([O:10][CH:11]([CH:22]([CH2:33][CH2:34][CH2:35]/[CH:36]=[CH:37]\[CH2:38][CH2:39][CH2:40][CH2:41][CH3:42])[CH2:23][CH2:24][CH2:25]/[CH:26]=[CH:27]\[CH2:28][CH2:29][CH2:30][CH2:31][CH3:32])[CH2:12][CH2:13][CH2:14]/[CH:15]=[CH:16]\[CH2:17][CH2:18][CH2:19][CH2:20]C)=[O:9].CNC. Given the product [CH3:43][N:2]([CH3:1])[CH2:3][CH2:4][CH2:5][CH2:6][CH2:7][C:8]([O:10][CH:11]([CH:22]([CH2:23][CH2:24][CH2:25]/[CH:26]=[CH:27]\[CH2:28][CH2:29][CH2:30][CH2:31][CH3:32])[CH2:33][CH2:34][CH2:35]/[CH:36]=[CH:37]\[CH2:38][CH2:39][CH2:40][CH2:41][CH3:42])[CH2:12][CH2:13]/[CH:14]=[CH:15]\[CH2:16][CH2:17][CH2:18][CH2:19][CH3:20])=[O:9], predict the reactants needed to synthesize it. (7) Given the product [NH2:15][C@@H:10]1[CH2:11][CH2:12][CH2:13][CH2:14][C@H:9]1[C:7]1[CH:6]=[CH:5][C:4]([OH:18])=[C:3]([O:2][CH3:1])[CH:8]=1, predict the reactants needed to synthesize it. The reactants are: [CH3:1][O:2][C:3]1[CH:8]=[C:7]([C@@H:9]2[CH2:14][CH2:13][CH2:12][CH2:11][C@H:10]2[N+:15]([O-])=O)[CH:6]=[CH:5][C:4]=1[OH:18].O.NN. (8) The reactants are: O.O.[Sn](Cl)Cl.C(O)C.[F:9][C:10]1[CH:15]=[CH:14][C:13]([N+:16]([O-])=O)=[CH:12][C:11]=1[C:19]1[N:20]=[C:21]([CH3:24])[S:22][CH:23]=1.[OH-].[K+]. Given the product [F:9][C:10]1[CH:15]=[CH:14][C:13]([NH2:16])=[CH:12][C:11]=1[C:19]1[N:20]=[C:21]([CH3:24])[S:22][CH:23]=1, predict the reactants needed to synthesize it. (9) Given the product [CH2:1]([O:8][C:9]1[N:14]=[N:13][C:12]([CH2:15][CH2:16][C:17]2[CH:18]=[CH:19][C:20]([CH:21]=[O:22])=[CH:23][CH:24]=2)=[CH:11][CH:10]=1)[C:2]1[CH:3]=[CH:4][CH:5]=[CH:6][CH:7]=1, predict the reactants needed to synthesize it. The reactants are: [CH2:1]([O:8][C:9]1[N:14]=[N:13][C:12]([C:15]#[C:16][C:17]2[CH:24]=[CH:23][C:20]([CH:21]=[O:22])=[CH:19][CH:18]=2)=[CH:11][CH:10]=1)[C:2]1[CH:7]=[CH:6][CH:5]=[CH:4][CH:3]=1.[H][H]. (10) Given the product [CH3:1][CH:2]1[C:7]2([CH3:15])[CH2:8][CH:9]([C:12]([CH3:14])=[CH2:13])[CH2:10][CH2:11][C:6]2=[CH:5][C:4](=[O:22])[CH2:3]1, predict the reactants needed to synthesize it. The reactants are: [CH3:1][C@H:2]1[C@:7]2([CH3:15])[CH2:8][C@H:9]([C:12]([CH3:14])=[CH2:13])[CH2:10][CH2:11][C:6]2=[CH:5][CH2:4][CH2:3]1.O=O.C([O:22]O)(C)(C)C.O.